From a dataset of Full USPTO retrosynthesis dataset with 1.9M reactions from patents (1976-2016). Predict the reactants needed to synthesize the given product. (1) Given the product [C:13]([C:2]1[CH:7]=[CH:6][C:5]([CH3:8])=[C:4]([O:9][CH2:10][O:11][CH3:12])[CH:3]=1)#[CH:14], predict the reactants needed to synthesize it. The reactants are: I[C:2]1[CH:7]=[CH:6][C:5]([CH3:8])=[C:4]([O:9][CH2:10][O:11][CH3:12])[CH:3]=1.[CH2:13](N(CC)CC)[CH3:14].C(#N)C.C([Si](C)(C)C)#C. (2) Given the product [OH:29][CH2:28][C:27]([C:25]1[CH:24]=[C:23]([NH:32][S:33]([CH3:36])(=[O:35])=[O:34])[C:22]([O:37][CH3:38])=[C:21]([NH:20][C:18](=[O:19])[C:17]2[CH:39]=[CH:40][C:41]([CH3:42])=[C:15]([N:13]3[CH:14]=[C:10]([C:7]4[N:8]([CH3:9])[C:4]([C:1]5([CH3:43])[CH2:3][CH2:2]5)=[N:5][CH:6]=4)[N:11]=[N:12]3)[CH:16]=2)[CH:26]=1)([CH3:31])[CH3:30], predict the reactants needed to synthesize it. The reactants are: [CH:1]1([C:4]2[N:8]([CH3:9])[C:7]([C:10]3[N:11]=[N:12][N:13]([C:15]4[CH:16]=[C:17]([CH:39]=[CH:40][C:41]=4[CH3:42])[C:18]([NH:20][C:21]4[CH:26]=[C:25]([C:27]([CH3:31])([CH3:30])[CH2:28][OH:29])[CH:24]=[C:23]([NH:32][S:33]([CH3:36])(=[O:35])=[O:34])[C:22]=4[O:37][CH3:38])=[O:19])[CH:14]=3)=[CH:6][N:5]=2)[CH2:3][CH2:2]1.[C:43](C1N(C)C(C2(C)CC2)=NC=1)#C.